Dataset: Reaction yield outcomes from USPTO patents with 853,638 reactions. Task: Predict the reaction yield, written as a fraction of the theoretical maximum amount of product (1.0 means a 100% yield; for example, 0.34 means a 34% yield). (1) The reactants are Br[C:2]1[CH:7]=[CH:6][C:5]([N:8]([CH3:10])[CH3:9])=[CH:4][N:3]=1.[F:11][C:12]1[CH:17]=[C:16]([F:18])[CH:15]=[CH:14][C:13]=1B(O)O.C([O-])([O-])=O.[K+].[K+]. The catalyst is C1C=CC([P]([Pd]([P](C2C=CC=CC=2)(C2C=CC=CC=2)C2C=CC=CC=2)([P](C2C=CC=CC=2)(C2C=CC=CC=2)C2C=CC=CC=2)[P](C2C=CC=CC=2)(C2C=CC=CC=2)C2C=CC=CC=2)(C2C=CC=CC=2)C2C=CC=CC=2)=CC=1.COCCOC.O. The product is [F:11][C:12]1[CH:17]=[C:16]([F:18])[CH:15]=[CH:14][C:13]=1[C:2]1[CH:7]=[CH:6][C:5]([N:8]([CH3:10])[CH3:9])=[CH:4][N:3]=1. The yield is 0.800. (2) The reactants are [CH:1]1([C:7]2[CH:8]=[C:9]3[C:19](=[CH:20][CH:21]=2)[O:18][C:12]2([CH2:17][CH2:16][CH2:15][O:14][CH2:13]2)[CH2:11][C:10]3=O)[CH2:6][CH2:5][CH2:4][CH2:3][CH2:2]1.C[Si]([N:27]=[C:28]=[N:29][Si](C)(C)C)(C)C. The catalyst is C(Cl)Cl.Cl[Ti](Cl)(Cl)Cl. The product is [CH:1]1([C:7]2[CH:8]=[C:9]3[C:19](=[CH:20][CH:21]=2)[O:18][C:12]2([CH2:17][CH2:16][CH2:15][O:14][CH2:13]2)[CH2:11]/[C:10]/3=[N:29]\[C:28]#[N:27])[CH2:6][CH2:5][CH2:4][CH2:3][CH2:2]1. The yield is 0.100. (3) The reactants are [C:1]1(=[O:8])O[C:5](=[O:6])[CH:4]=[C:2]1[CH3:3].[NH2:9][C:10]1[CH:15]=[CH:14][C:13]([Br:16])=[CH:12][N:11]=1. The catalyst is C1(C)C=CC=CC=1. The product is [Br:16][C:13]1[CH:14]=[CH:15][C:10]([N:9]2[C:5](=[O:6])[CH:4]=[C:2]([CH3:3])[C:1]2=[O:8])=[N:11][CH:12]=1. The yield is 0.710. (4) The reactants are [C:1]1([C:7]2([C:24]3[CH:29]=[CH:28][CH:27]=[CH:26][CH:25]=3)[CH:11]3[CH2:12][N:13](CC4C=CC=CC=4)[CH2:14][CH2:15][N:10]3[C:9](=[O:23])[O:8]2)[CH:6]=[CH:5][CH:4]=[CH:3][CH:2]=1.ClC(OC(Cl)C)=O. The catalyst is ClCCCl. The product is [C:24]1([C:7]2([C:1]3[CH:2]=[CH:3][CH:4]=[CH:5][CH:6]=3)[CH:11]3[CH2:12][NH:13][CH2:14][CH2:15][N:10]3[C:9](=[O:23])[O:8]2)[CH:29]=[CH:28][CH:27]=[CH:26][CH:25]=1. The yield is 0.920. (5) The reactants are [NH2:1][C:2]1[CH:7]=[CH:6][CH:5]=[CH:4][C:3]=1[SH:8].[C:9](OCC)(=O)[C:10]([O:12][CH2:13][CH3:14])=[O:11].O.Cl. The catalyst is CCO. The product is [S:8]1[C:3]2[CH:4]=[CH:5][CH:6]=[CH:7][C:2]=2[N:1]=[C:9]1[C:10]([O:12][CH2:13][CH3:14])=[O:11]. The yield is 0.360. (6) The reactants are [CH2:1]([N:3]1[C:7]2[C:8]([C:13]3[CH:18]=[CH:17][CH:16]=[CH:15][N:14]=3)=[C:9]([F:12])[CH:10]=[CH:11][C:6]=2[N:5]=[C:4]1[C@@H:19]([NH2:21])[CH3:20])[CH3:2].[NH2:22][C:23]1[C:28]([C:29]#[N:30])=[C:27](Cl)[N:26]=[CH:25][N:24]=1.CCN(C(C)C)C(C)C. The catalyst is CC(O)C. The product is [NH2:22][C:23]1[C:28]([C:29]#[N:30])=[C:27]([NH:21][C@H:19]([C:4]2[N:3]([CH2:1][CH3:2])[C:7]3[C:8]([C:13]4[CH:18]=[CH:17][CH:16]=[CH:15][N:14]=4)=[C:9]([F:12])[CH:10]=[CH:11][C:6]=3[N:5]=2)[CH3:20])[N:26]=[CH:25][N:24]=1. The yield is 0.330. (7) The reactants are [CH3:1][C:2]1[N:29]=[C:5]2[NH:6][C:7](=[O:28])[C:8]([CH2:13][C:14]3[CH:19]=[CH:18][C:17]([C:20]4[C:21]([C:26]#[N:27])=[CH:22][CH:23]=[CH:24][CH:25]=4)=[CH:16][CH:15]=3)=[C:9]([CH2:10][CH2:11][CH3:12])[N:4]2[N:3]=1.[H-].[Na+].CN(C)C=O.Cl[CH2:38][C:39](=[O:41])[CH3:40]. The yield is 0.140. The product is [CH3:1][C:2]1[N:29]=[C:5]2[N:6]([CH2:38][C:39](=[O:41])[CH3:40])[C:7](=[O:28])[C:8]([CH2:13][C:14]3[CH:19]=[CH:18][C:17]([C:20]4[C:21]([C:26]#[N:27])=[CH:22][CH:23]=[CH:24][CH:25]=4)=[CH:16][CH:15]=3)=[C:9]([CH2:10][CH2:11][CH3:12])[N:4]2[N:3]=1. The catalyst is C(OCC)(=O)C. (8) The product is [C:27]([NH:1][CH2:2][CH2:3][O:4][C@@H:5]([C:19]1[CH:24]=[CH:23][CH:22]=[C:21]([Cl:25])[C:20]=1[F:26])[C@@H:6]1[CH2:11][CH2:10][CH2:9][N:8]([C:12]([O:14][C:15]([CH3:18])([CH3:17])[CH3:16])=[O:13])[CH2:7]1)(=[O:29])[CH3:28]. The catalyst is CCN(CC)CC. The reactants are [NH2:1][CH2:2][CH2:3][O:4][C@@H:5]([C:19]1[CH:24]=[CH:23][CH:22]=[C:21]([Cl:25])[C:20]=1[F:26])[C@@H:6]1[CH2:11][CH2:10][CH2:9][N:8]([C:12]([O:14][C:15]([CH3:18])([CH3:17])[CH3:16])=[O:13])[CH2:7]1.[C:27](Cl)(=[O:29])[CH3:28]. The yield is 0.540. (9) The reactants are [C:1]([C:3]1[S:7][C:6]([C:8]2[CH:9]=[C:10]3[C:15](=[CH:16][CH:17]=2)[N:14]=[CH:13][C:12]([C:18]([CH:20]2[CH2:22][CH2:21]2)=[O:19])=[C:11]3[NH:23][C@H:24]2[CH2:29][CH2:28][C@H:27]([NH:30]C(=O)OC(C)(C)C)[CH2:26][CH2:25]2)=[CH:5][CH:4]=1)#[N:2].C(O)(C(F)(F)F)=O. No catalyst specified. The product is [NH2:30][C@H:27]1[CH2:28][CH2:29][C@H:24]([NH:23][C:11]2[C:10]3[C:15](=[CH:16][CH:17]=[C:8]([C:6]4[S:7][C:3]([C:1]#[N:2])=[CH:4][CH:5]=4)[CH:9]=3)[N:14]=[CH:13][C:12]=2[C:18]([CH:20]2[CH2:21][CH2:22]2)=[O:19])[CH2:25][CH2:26]1. The yield is 0.320.